Dataset: Catalyst prediction with 721,799 reactions and 888 catalyst types from USPTO. Task: Predict which catalyst facilitates the given reaction. (1) Reactant: [Cl:1][C:2]1[C:3]([CH:8]([NH2:15])[C:9]2[CH:14]=[CH:13][CH:12]=[CH:11][CH:10]=2)=[N:4][CH:5]=[CH:6][N:7]=1.Cl. The catalyst class is: 12. Product: [ClH:1].[Cl:1][C:2]1[C:3]([CH:8]([NH2:15])[C:9]2[CH:14]=[CH:13][CH:12]=[CH:11][CH:10]=2)=[N:4][CH:5]=[CH:6][N:7]=1. (2) Reactant: [N:1]1([C:11]([O:13][C:14]([CH3:17])([CH3:16])[CH3:15])=[O:12])[CH2:6][CH2:5][NH:4][CH2:3][CH:2]1[C:7]([O:9][CH3:10])=[O:8].C([O-])([O-])=O.[K+].[K+].F[C:25]1[CH:30]=[CH:29][C:28]([N+:31]([O-:33])=[O:32])=[CH:27][CH:26]=1. Product: [N+:31]([C:28]1[CH:29]=[CH:30][C:25]([N:4]2[CH2:5][CH2:6][N:1]([C:11]([O:13][C:14]([CH3:17])([CH3:16])[CH3:15])=[O:12])[CH:2]([C:7]([O:9][CH3:10])=[O:8])[CH2:3]2)=[CH:26][CH:27]=1)([O-:33])=[O:32]. The catalyst class is: 3. (3) Reactant: [Br:1][C:2]1[CH:7]=[CH:6][C:5]([OH:8])=[CH:4][CH:3]=1.Br[CH2:10][CH:11]([O:14][CH3:15])[O:12][CH3:13].C(=O)([O-])[O-].[K+].[K+]. Product: [Br:1][C:2]1[CH:7]=[CH:6][C:5]([O:8][CH2:10][CH:11]([O:14][CH3:15])[O:12][CH3:13])=[CH:4][CH:3]=1. The catalyst class is: 9. (4) The catalyst class is: 18. Product: [O:8]=[C:4]1[N:3]=[C:2]([NH:1][C:22](=[O:23])[CH2:21][C:15]2[CH:20]=[CH:19][CH:18]=[CH:17][CH:16]=2)[CH:7]=[CH:6][NH:5]1. Reactant: [NH2:1][C:2]1[CH:7]=[CH:6][NH:5][C:4](=[O:8])[N:3]=1.C([O-])([O-])=O.[K+].[K+].[C:15]1([CH2:21][C:22](Cl)=[O:23])[CH:20]=[CH:19][CH:18]=[CH:17][CH:16]=1. (5) Reactant: [OH:1][C:2]1[CH:9]=[CH:8][C:5]([CH:6]=[O:7])=[CH:4][C:3]=1[O:10][CH3:11].[F:12][C:13]1[CH:20]=[CH:19][CH:18]=[CH:17][C:14]=1[CH2:15]Br.C(=O)([O-])[O-].[K+].[K+].[I-].[K+]. Product: [F:12][C:13]1[CH:20]=[CH:19][CH:18]=[CH:17][C:14]=1[CH2:15][O:1][C:2]1[CH:9]=[CH:8][C:5]([CH:6]=[O:7])=[CH:4][C:3]=1[O:10][CH3:11]. The catalyst class is: 47. (6) Reactant: [Br:1][CH2:2][CH:3](OCC)OCC.[Br:10][C:11]1[N:16]=[C:15]([NH2:17])[CH:14]=[CH:13][CH:12]=1. Product: [BrH:1].[Br:10][C:11]1[N:16]2[CH:2]=[CH:3][N:17]=[C:15]2[CH:14]=[CH:13][CH:12]=1. The catalyst class is: 51. (7) Reactant: [NH:1]1[CH2:5][CH2:4][CH2:3][C:2]1=[O:6].CCCCCC.Cl[C:14]([O:16][CH2:17][C:18]1[CH:23]=[CH:22][CH:21]=[CH:20][CH:19]=1)=[O:15]. Product: [C:14]([N:1]1[CH2:5][CH2:4][CH2:3][C:2]1=[O:6])([O:16][CH2:17][C:18]1[CH:23]=[CH:22][CH:21]=[CH:20][CH:19]=1)=[O:15]. The catalyst class is: 1. (8) Reactant: [C:1]([O:5][C@@H:6]([C:11]1[C:26]([CH3:27])=[CH:25][C:14]2[N:15]=[C:16]([C:18]3[CH:23]=[CH:22][N:21]=[C:20](Cl)[N:19]=3)[S:17][C:13]=2[C:12]=1[C:28]1[CH:33]=[CH:32][C:31]([Cl:34])=[CH:30][CH:29]=1)[C:7]([O:9][CH3:10])=[O:8])([CH3:4])([CH3:3])[CH3:2].Cl.Cl.[CH3:37][N:38]([CH3:43])[CH:39]1[CH2:42][NH:41][CH2:40]1.C(N(CC)CC)C. Product: [C:1]([O:5][C@@H:6]([C:11]1[C:26]([CH3:27])=[CH:25][C:14]2[N:15]=[C:16]([C:18]3[CH:23]=[CH:22][N:21]=[C:20]([N:41]4[CH2:42][CH:39]([N:38]([CH3:43])[CH3:37])[CH2:40]4)[N:19]=3)[S:17][C:13]=2[C:12]=1[C:28]1[CH:33]=[CH:32][C:31]([Cl:34])=[CH:30][CH:29]=1)[C:7]([O:9][CH3:10])=[O:8])([CH3:3])([CH3:4])[CH3:2]. The catalyst class is: 12. (9) The catalyst class is: 3. Reactant: [C:1]([O:5][C:6](=[O:38])[NH:7][C:8]1([C:12]2[CH:17]=[CH:16][C:15]([C:18]3[C:19](=[O:37])[C:20]4[C:21]([O:29][C:30]=3[C:31]3[CH:36]=[CH:35][CH:34]=[CH:33][CH:32]=3)=[C:22]3[C:26](=[CH:27][CH:28]=4)[NH:25][N:24]=[CH:23]3)=[CH:14][CH:13]=2)[CH2:11][CH2:10][CH2:9]1)([CH3:4])([CH3:3])[CH3:2].[H-].[Na+].[CH3:41]I. Product: [C:1]([O:5][C:6](=[O:38])[NH:7][C:8]1([C:12]2[CH:13]=[CH:14][C:15]([C:18]3[C:19](=[O:37])[C:20]4[C:21]([O:29][C:30]=3[C:31]3[CH:32]=[CH:33][CH:34]=[CH:35][CH:36]=3)=[C:22]3[C:26](=[CH:27][CH:28]=4)[N:25]([CH3:41])[N:24]=[CH:23]3)=[CH:16][CH:17]=2)[CH2:11][CH2:10][CH2:9]1)([CH3:4])([CH3:2])[CH3:3]. (10) Reactant: C(N(CC)CC)C.Cl[C:9]1([C:20]2[CH:25]=[CH:24][CH:23]=[CH:22][C:21]=2[O:26][CH3:27])[C:17]2[C:12](=[CH:13][CH:14]=[C:15]([Cl:18])[CH:16]=2)[NH:11][C:10]1=[O:19].[CH2:28]([NH:30][C:31](=[O:38])[C@@H:32]1[CH2:36][CH:35]([F:37])[CH2:34][NH:33]1)[CH3:29].C(=O)([O-])[O-].[K+].[K+]. Product: [Cl:18][C:15]1[CH:16]=[C:17]2[C:12](=[CH:13][CH:14]=1)[NH:11][C:10](=[O:19])[C:9]2([N:33]1[CH2:34][CH:35]([F:37])[CH2:36][C@H:32]1[C:31]([NH:30][CH2:28][CH3:29])=[O:38])[C:20]1[CH:25]=[CH:24][CH:23]=[CH:22][C:21]=1[O:26][CH3:27]. The catalyst class is: 22.